From a dataset of Forward reaction prediction with 1.9M reactions from USPTO patents (1976-2016). Predict the product of the given reaction. (1) Given the reactants [F:1][C:2]1[CH:3]=[CH:4][C:5]([NH2:8])=[N:6][CH:7]=1.C(O)(=O)C.[Br:13]Br, predict the reaction product. The product is: [Br:13][C:4]1[C:5]([NH2:8])=[N:6][CH:7]=[C:2]([F:1])[CH:3]=1. (2) Given the reactants [Br:1][C:2]1[C:6]2[N:7]=[CH:8][N:9]=[C:10](Cl)[C:5]=2[S:4][CH:3]=1.[CH3:12][S-:13].[Na+], predict the reaction product. The product is: [Br:1][C:2]1[C:6]2[N:7]=[CH:8][N:9]=[C:10]([S:13][CH3:12])[C:5]=2[S:4][CH:3]=1. (3) Given the reactants [Br:1][C:2]1[CH:3]=[C:4]2[C:9](=[CH:10][CH:11]=1)[N:8]=[C:7]([CH2:12][CH2:13][OH:14])[CH:6]=[CH:5]2.C(N(CC)CC)C.[C:22]1([CH3:32])[CH:27]=[CH:26][C:25]([S:28](Cl)(=[O:30])=[O:29])=[CH:24][CH:23]=1.C([O-])(O)=O.[Na+], predict the reaction product. The product is: [CH3:32][C:22]1[CH:27]=[CH:26][C:25]([S:28]([O:14][CH2:13][CH2:12][C:7]2[CH:6]=[CH:5][C:4]3[C:9](=[CH:10][CH:11]=[C:2]([Br:1])[CH:3]=3)[N:8]=2)(=[O:30])=[O:29])=[CH:24][CH:23]=1. (4) Given the reactants [C:1]([O:9][CH2:10][CH3:11])([O:6][CH2:7][CH3:8])(OCC)[CH3:2].N1C=CC=CC=1.[F:18][C:19]([F:30])([F:29])[C:20](O[C:20](=[O:21])[C:19]([F:30])([F:29])[F:18])=[O:21], predict the reaction product. The product is: [CH2:10]([O:9][C:1]([O:6][CH2:7][CH3:8])=[CH:2][C:20](=[O:21])[C:19]([F:30])([F:29])[F:18])[CH3:11]. (5) Given the reactants [CH2:1]([N:8]1[CH:12]=[C:11]([NH:13][C:14]([C:16]2[C:24]3[CH2:23][CH:22]([C:25]#N)[C:21]([CH3:28])([CH3:27])[CH2:20][C:19]=3[N:18]([CH2:29][O:30][CH2:31][CH2:32][Si:33]([CH3:36])([CH3:35])[CH3:34])[N:17]=2)=[O:15])[CH:10]=[N:9]1)[C:2]1[CH:7]=[CH:6][CH:5]=[CH:4][CH:3]=1.[H-].C([Al+]CC(C)C)C(C)C.C[OH:48], predict the reaction product. The product is: [CH2:1]([N:8]1[CH:12]=[C:11]([NH:13][C:14]([C:16]2[C:24]3[CH2:23][CH:22]([CH:25]=[O:48])[C:21]([CH3:28])([CH3:27])[CH2:20][C:19]=3[N:18]([CH2:29][O:30][CH2:31][CH2:32][Si:33]([CH3:35])([CH3:36])[CH3:34])[N:17]=2)=[O:15])[CH:10]=[N:9]1)[C:2]1[CH:3]=[CH:4][CH:5]=[CH:6][CH:7]=1. (6) Given the reactants C([N:8]1[CH2:12][C@H:11]2[C@H:13]([NH:16][C:17](=[O:29])[C@@H:18]([N:23]3[CH2:28][CH2:27]O[CH2:25][CH2:24]3)[CH2:19][CH:20]([CH3:22])[CH3:21])[CH2:14][CH2:15][C@H:10]2[CH2:9]1)C1C=CC=CC=1.[CH:30]1([S:33](Cl)(=[O:35])=[O:34])[CH2:32][CH2:31]1.FC(F)(F)C1C=C(S(Cl)(=O)=O)C=CC=1, predict the reaction product. The product is: [CH:30]1([S:33]([N:8]2[CH2:12][C@H:11]3[C@H:13]([NH:16][C:17](=[O:29])[C@@H:18]([N:23]4[CH2:24][CH2:25][CH2:27][CH2:28]4)[CH2:19][CH:20]([CH3:21])[CH3:22])[CH2:14][CH2:15][C@H:10]3[CH2:9]2)(=[O:35])=[O:34])[CH2:32][CH2:31]1. (7) Given the reactants [N:1]1[CH:6]=[CH:5][CH:4]=[C:3]([N:7]2[CH2:14][CH:13]3[CH2:15][CH:9]([CH2:10][NH:11][CH2:12]3)[CH2:8]2)[CH:2]=1.[C:16]([O:20][C:21]([N:23]1[CH2:28][CH2:27][C:26](=O)[CH2:25][CH2:24]1)=[O:22])([CH3:19])([CH3:18])[CH3:17].C(O[BH-](OC(=O)C)OC(=O)C)(=O)C.[Na+], predict the reaction product. The product is: [N:1]1[CH:6]=[CH:5][CH:4]=[C:3]([N:7]2[CH2:8][CH:9]3[CH2:15][CH:13]([CH2:12][N:11]([CH:26]4[CH2:27][CH2:28][N:23]([C:21]([O:20][C:16]([CH3:19])([CH3:18])[CH3:17])=[O:22])[CH2:24][CH2:25]4)[CH2:10]3)[CH2:14]2)[CH:2]=1. (8) Given the reactants IC1C=CC=CC=1C(Cl)=O.[CH3:11][O:12][C:13]1[CH:14]=[C:15]2[C:20](=[CH:21][C:22]=1[O:23][CH3:24])[N:19]=[CH:18][CH:17]=[C:16]2[O:25][C:26]1[CH:32]=[CH:31][C:29]([NH2:30])=[C:28]([F:33])[CH:27]=1.[I:34][C:35]1[CH:40]=[CH:39][CH:38]=[CH:37][C:36]=1[C:41]([N:43]=[C:44]=[S:45])=[O:42], predict the reaction product. The product is: [I:34][C:35]1[CH:40]=[CH:39][CH:38]=[CH:37][C:36]=1[C:41]([N:43]=[C:44]=[S:45])=[O:42].[CH3:11][O:12][C:13]1[CH:14]=[C:15]2[C:20](=[CH:21][C:22]=1[O:23][CH3:24])[N:19]=[CH:18][CH:17]=[C:16]2[O:25][C:26]1[CH:32]=[CH:31][C:29]([NH:30][C:44]([NH:43][C:41](=[O:42])[C:36]2[CH:37]=[CH:38][CH:39]=[CH:40][C:35]=2[I:34])=[S:45])=[C:28]([F:33])[CH:27]=1.